From a dataset of Catalyst prediction with 721,799 reactions and 888 catalyst types from USPTO. Predict which catalyst facilitates the given reaction. Product: [CH:23]1[N:22]2[C:21]3[CH:20]=[CH:16][CH:17]=[C:3]([C:2]([NH2:11])=[O:1])[C:30]=3[N:28]=[CH:27][C:26]2=[CH:25][N:24]=1. Reactant: [O:1]=[C:2]1[NH:11]C2C(C(O)=O)=CC=CC=2N2C=[CH:16][CH:17]=[C:3]12.[Cl-].[NH4+].[CH3:20][CH2:21][N:22]=[C:23]=[N:24][CH2:25][CH2:26][CH2:27][N:28]([CH3:30])C.Cl.C1C=CC2N(O)N=NC=2C=1.CCN(C(C)C)C(C)C. The catalyst class is: 38.